From a dataset of Peptide-MHC class II binding affinity with 134,281 pairs from IEDB. Regression. Given a peptide amino acid sequence and an MHC pseudo amino acid sequence, predict their binding affinity value. This is MHC class II binding data. (1) The MHC is HLA-DPA10201-DPB10101 with pseudo-sequence HLA-DPA10201-DPB10101. The binding affinity (normalized) is 0.203. The peptide sequence is DGTYDITKLGAKPDG. (2) The peptide sequence is YQPAAMRRLSLILLA. The MHC is HLA-DQA10301-DQB10302 with pseudo-sequence HLA-DQA10301-DQB10302. The binding affinity (normalized) is 0.346. (3) The peptide sequence is GNIVSSVNTTSKMLL. The MHC is DRB1_0401 with pseudo-sequence DRB1_0401. The binding affinity (normalized) is 0.742.